This data is from Full USPTO retrosynthesis dataset with 1.9M reactions from patents (1976-2016). The task is: Predict the reactants needed to synthesize the given product. The reactants are: CCN(CC)CC.[Cl-].[CH2:9]([O:11][C:12](=[O:24])[CH:13]([OH:23])[CH:14]([NH3+:22])[CH2:15][C:16]1[CH:21]=[CH:20][CH:19]=[CH:18][CH:17]=1)[CH3:10].[C:25]([O:29][C:30](O[C:30]([O:29][C:25]([CH3:28])([CH3:27])[CH3:26])=[O:31])=[O:31])([CH3:28])([CH3:27])[CH3:26]. Given the product [C:25]([O:29][C:30]([NH:22][CH:14]([CH2:15][C:16]1[CH:21]=[CH:20][CH:19]=[CH:18][CH:17]=1)[CH:13]([OH:23])[C:12]([O:11][CH2:9][CH3:10])=[O:24])=[O:31])([CH3:28])([CH3:27])[CH3:26], predict the reactants needed to synthesize it.